Dataset: TCR-epitope binding with 47,182 pairs between 192 epitopes and 23,139 TCRs. Task: Binary Classification. Given a T-cell receptor sequence (or CDR3 region) and an epitope sequence, predict whether binding occurs between them. (1) The epitope is FVDGVPFVV. The TCR CDR3 sequence is CASSQELAAYEQYF. Result: 1 (the TCR binds to the epitope). (2) The epitope is GILGFVFTL. The TCR CDR3 sequence is CASSVRSSTEQFF. Result: 1 (the TCR binds to the epitope). (3) The epitope is TFYLTNDVSFL. The TCR CDR3 sequence is CASSYSGGETQYF. Result: 0 (the TCR does not bind to the epitope). (4) The epitope is LVLSVNPYV. The TCR CDR3 sequence is CSARDPGEYQETQYF. Result: 0 (the TCR does not bind to the epitope). (5) The epitope is LLWNGPMAV. The TCR CDR3 sequence is CASSLAGSSYEQYF. Result: 1 (the TCR binds to the epitope). (6) The epitope is KLNVGDYFV. The TCR CDR3 sequence is CASSLARGTGVGGTEAFF. Result: 1 (the TCR binds to the epitope). (7) The epitope is TEILPVSMTK. The TCR CDR3 sequence is CATSGQNLGGEQYF. Result: 0 (the TCR does not bind to the epitope). (8) The epitope is LLWNGPMAV. The TCR CDR3 sequence is CSASRRGGTNEKLFF. Result: 1 (the TCR binds to the epitope). (9) The epitope is MLNIPSINV. The TCR CDR3 sequence is CASSPPGGSGNTIYF. Result: 1 (the TCR binds to the epitope). (10) The TCR CDR3 sequence is CASSLLQGAASPLHF. The epitope is RPPIFIRRL. Result: 0 (the TCR does not bind to the epitope).